From a dataset of HIV replication inhibition screening data with 41,000+ compounds from the AIDS Antiviral Screen. Binary Classification. Given a drug SMILES string, predict its activity (active/inactive) in a high-throughput screening assay against a specified biological target. (1) The result is 0 (inactive). The drug is COc1ccc(O)c(C(=O)CCC(=O)O)c1. (2) The molecule is CC1NC(=O)C2=C1C(=O)NC(=O)C2. The result is 1 (active). (3) The compound is CC(=O)Nc1cc2nc3n(c2cc1C)CCC3OC(C)=O. The result is 0 (inactive). (4) The result is 0 (inactive). The drug is O=C(CC(=O)N1N=C(N2c3ccccc3Sc3ccccc32)CC1c1ccccc1)Nc1ccccc1Cl. (5) The compound is Cc1ccc(C=C2CCCc3ccccc3C2=O)cc1. The result is 0 (inactive). (6) The molecule is COC(=O)c1ncn(C2CCCCC2)c1O.NC1CCCCC1. The result is 0 (inactive). (7) The drug is COC(=O)C1(O)CC(C)C=C1C=O. The result is 0 (inactive). (8) The drug is O=C(Cn1c(=O)oc2ccc(C(=O)c3ccc(F)cc3)cc21)c1ccc([N+](=O)[O-])cc1. The result is 0 (inactive). (9) The compound is Cc1ccc(N=NC(=O)NNc2ccc(C)cc2Br)c(Br)c1. The result is 0 (inactive).